This data is from Reaction yield outcomes from USPTO patents with 853,638 reactions. The task is: Predict the reaction yield, written as a fraction of the theoretical maximum amount of product (1.0 means a 100% yield; for example, 0.34 means a 34% yield). The product is [N:32]([CH2:12][C@H:13]1[CH2:22][CH2:21][C:20]2[C:15](=[C:16]([C:24]3[CH:29]=[C:28]([Cl:30])[CH:27]=[CH:26][C:25]=3[Cl:31])[CH:17]=[C:18]([F:23])[CH:19]=2)[O:14]1)=[N+:33]=[N-:34]. The reactants are CC1C=CC(S(O[CH2:12][C@H:13]2[CH:22]=[CH:21][C:20]3[C:15](=[C:16]([C:24]4[CH:29]=[C:28]([Cl:30])[CH:27]=[CH:26][C:25]=4[Cl:31])[CH:17]=[C:18]([F:23])[CH:19]=3)[O:14]2)(=O)=O)=CC=1.[N-:32]=[N+:33]=[N-:34].[Na+]. The catalyst is CN(C=O)C. The yield is 0.830.